From a dataset of Catalyst prediction with 721,799 reactions and 888 catalyst types from USPTO. Predict which catalyst facilitates the given reaction. (1) Reactant: [Li]CCCC.N(C(C)C)C(C)C.[Br:13][C:14]1[C:19]([F:20])=[CH:18][CH:17]=[C:16]([CH3:21])[N:15]=1.[I:22]I. Product: [Br:13][C:14]1[C:19]([F:20])=[C:18]([I:22])[CH:17]=[C:16]([CH3:21])[N:15]=1. The catalyst class is: 7. (2) Reactant: [Cl:1][C:2]1[N:10]=[C:9]2[C:5]([N:6]=[CH:7][N:8]2[C@@H:11]2[CH2:15][C@H:14]([N:16]3[N:20]=[N:19][C:18]([CH2:21][CH3:22])=[N:17]3)[CH:13]=[CH:12]2)=[C:4](Cl)[N:3]=1.C(NC(C)C)(C)C.[C:31]1([CH:37]([C:40]2[CH:45]=[CH:44][CH:43]=[CH:42][CH:41]=2)[CH2:38][NH2:39])[CH:36]=[CH:35][CH:34]=[CH:33][CH:32]=1. Product: [Cl:1][C:2]1[N:10]=[C:9]2[C:5]([N:6]=[CH:7][N:8]2[C@@H:11]2[CH2:15][C@H:14]([N:16]3[N:20]=[N:19][C:18]([CH2:21][CH3:22])=[N:17]3)[CH:13]=[CH:12]2)=[C:4]([NH:39][CH2:38][CH:37]([C:31]2[CH:36]=[CH:35][CH:34]=[CH:33][CH:32]=2)[C:40]2[CH:45]=[CH:44][CH:43]=[CH:42][CH:41]=2)[N:3]=1. The catalyst class is: 1.